Dataset: Reaction yield outcomes from USPTO patents with 853,638 reactions. Task: Predict the reaction yield, written as a fraction of the theoretical maximum amount of product (1.0 means a 100% yield; for example, 0.34 means a 34% yield). (1) The reactants are [Cl:1][C:2]1[CH:3]=[C:4]([CH:8]2[CH2:10][O:9]2)[CH:5]=[CH:6][CH:7]=1.[OH:11][C:12]1[CH:19]=[CH:18][C:15]([CH:16]=[O:17])=[CH:14][CH:13]=1.[OH-].[Na+]. The catalyst is C1(C)C=CC=CC=1. The yield is 0.100. The product is [Cl:1][C:2]1[CH:3]=[C:4]([CH:8]([OH:9])[CH2:10][O:11][C:12]2[CH:19]=[CH:18][C:15]([CH:16]=[O:17])=[CH:14][CH:13]=2)[CH:5]=[CH:6][CH:7]=1. (2) The reactants are O1[C:5]2([CH2:10][CH2:9][CH2:8][CH:7]=[C:6]2[C:11]2[CH:16]=[CH:15][N:14]=[N:13][C:12]=2[NH2:17])[O:4]CC1.Cl. The catalyst is C1COCC1. The product is [NH2:17][C:12]1[N:13]=[N:14][CH:15]=[CH:16][C:11]=1[C:6]1[C:5](=[O:4])[CH2:10][CH2:9][CH2:8][CH:7]=1. The yield is 0.990. (3) No catalyst specified. The yield is 0.660. The product is [F:1][C:2]1[CH:24]=[C:23]([N+:25]([O-:27])=[O:26])[CH:22]=[CH:21][C:3]=1[O:4][C:5]1[CH:10]=[CH:9][N:8]=[CH:7][C:6]=1[C:11]1[CH:16]=[CH:15][C:14]([CH2:17][C:18]([NH2:34])=[O:19])=[CH:13][CH:12]=1. The reactants are [F:1][C:2]1[CH:24]=[C:23]([N+:25]([O-:27])=[O:26])[CH:22]=[CH:21][C:3]=1[O:4][C:5]1[CH:10]=[CH:9][N:8]=[CH:7][C:6]=1[C:11]1[CH:16]=[CH:15][C:14]([CH2:17][C:18](O)=[O:19])=[CH:13][CH:12]=1.C1C=CC2N(O)N=[N:34]C=2C=1.CCN=C=NCCCN(C)C. (4) The reactants are Cl.[S:2]([N:12]1[C:16]2=[N:17][CH:18]=[C:19]([C:21]([O:23]C)=[O:22])[N:20]=[C:15]2[CH:14]=[CH:13]1)([C:5]1[CH:11]=[CH:10][C:8]([CH3:9])=[CH:7][CH:6]=1)(=[O:4])=[O:3]. The catalyst is O1CCOCC1. The product is [S:2]([N:12]1[C:16]2=[N:17][CH:18]=[C:19]([C:21]([OH:23])=[O:22])[N:20]=[C:15]2[CH:14]=[CH:13]1)([C:5]1[CH:6]=[CH:7][C:8]([CH3:9])=[CH:10][CH:11]=1)(=[O:4])=[O:3]. The yield is 0.850.